This data is from Full USPTO retrosynthesis dataset with 1.9M reactions from patents (1976-2016). The task is: Predict the reactants needed to synthesize the given product. (1) Given the product [C:20]([O:24][C:25](=[O:26])[NH:19][C:3]1[CH:4]=[CH:5][C:6]([O:8][Si:9]([CH:13]([CH3:15])[CH3:14])([CH:16]([CH3:18])[CH3:17])[CH:10]([CH3:11])[CH3:12])=[CH:7][C:2]=1[F:1])([CH3:23])([CH3:22])[CH3:21], predict the reactants needed to synthesize it. The reactants are: [F:1][C:2]1[CH:7]=[C:6]([O:8][Si:9]([CH:16]([CH3:18])[CH3:17])([CH:13]([CH3:15])[CH3:14])[CH:10]([CH3:12])[CH3:11])[CH:5]=[CH:4][C:3]=1[NH2:19].[C:20]([O:24][C:25](O[C:25]([O:24][C:20]([CH3:23])([CH3:22])[CH3:21])=[O:26])=[O:26])([CH3:23])([CH3:22])[CH3:21]. (2) Given the product [Cl:1][C:2]1[CH:3]=[CH:4][C:5]2[N:10]3[CH2:9][C@H:8]([CH2:11][CH2:12][CH2:13]3)[NH:7][C:6]=2[N:15]=1, predict the reactants needed to synthesize it. The reactants are: [Cl:1][C:2]1[CH:3]=[CH:4][C:5]2[NH:10][CH2:9][C@H:8]([CH2:11][CH2:12][CH2:13]O)[NH:7][C:6]=2[N:15]=1.Br.C([O-])(O)=O.[Na+].